The task is: Predict the reaction yield, written as a fraction of the theoretical maximum amount of product (1.0 means a 100% yield; for example, 0.34 means a 34% yield).. This data is from Reaction yield outcomes from USPTO patents with 853,638 reactions. The reactants are [OH:1][CH2:2][CH:3]1[CH2:7][CH2:6][CH2:5][NH:4]1.[CH:8]1([C:11]2[N:16]=[C:15]([C:17]([NH:19][C:20]3[CH:28]=[N:27][CH:26]=[CH:25][C:21]=3[C:22](O)=[O:23])=[O:18])[C:14]([NH:29][C:30]3[CH:31]=[N:32][CH:33]=[N:34][CH:35]=3)=[CH:13][CH:12]=2)[CH2:10][CH2:9]1. No catalyst specified. The product is [OH:1][CH2:2][CH:3]1[CH2:7][CH2:6][CH2:5][N:4]1[C:22]([C:21]1[CH:25]=[CH:26][N:27]=[CH:28][C:20]=1[NH:19][C:17]([C:15]1[C:14]([NH:29][C:30]2[CH:31]=[N:32][CH:33]=[N:34][CH:35]=2)=[CH:13][CH:12]=[C:11]([CH:8]2[CH2:10][CH2:9]2)[N:16]=1)=[O:18])=[O:23]. The yield is 0.290.